Dataset: Reaction yield outcomes from USPTO patents with 853,638 reactions. Task: Predict the reaction yield, written as a fraction of the theoretical maximum amount of product (1.0 means a 100% yield; for example, 0.34 means a 34% yield). (1) The reactants are [CH3:1][C:2]1([CH3:26])[C:11]2[N:10]=C(C#N)[CH:8]=[CH:7][C:6]=2[NH:5][CH:4]([C:14]2[CH:19]=[CH:18][CH:17]=[C:16]([N:20]3[CH2:25][CH2:24][O:23][CH2:22][CH2:21]3)[CH:15]=2)[CH2:3]1.[OH-:27].[Na+].Cl.[CH2:30]([OH:32])[CH3:31]. The catalyst is O. The product is [CH3:1][C:2]1([CH3:26])[C:11]2[N:10]=[C:31]([C:30]([OH:27])=[O:32])[CH:8]=[CH:7][C:6]=2[NH:5][CH:4]([C:14]2[CH:19]=[CH:18][CH:17]=[C:16]([N:20]3[CH2:25][CH2:24][O:23][CH2:22][CH2:21]3)[CH:15]=2)[CH2:3]1. The yield is 0.900. (2) The reactants are [C:1]([O:9]CC)(=O)[CH2:2][C:3]([O:5][CH2:6][CH3:7])=[O:4].[H-].[Na+].[H][H].[C:16]12[C:22](=[CH:23][CH:24]=[CH:25][CH:26]=1)[NH:21]C(=O)O[C:17]2=[O:18].Cl. The catalyst is CC(N(C)C)=O. The product is [CH2:6]([O:5][C:3]([C:2]1[C:1](=[O:9])[NH:21][C:22]2[C:16]([C:17]=1[OH:18])=[CH:26][CH:25]=[CH:24][CH:23]=2)=[O:4])[CH3:7]. The yield is 0.300. (3) The reactants are O=[C:2]1[CH2:7][CH2:6][N:5]([C:8]([O:10][C:11]([CH3:14])([CH3:13])[CH3:12])=[O:9])[CH2:4][CH:3]1[C:15]([O:17][CH3:18])=[O:16].[CH3:19][C@H:20]([NH2:27])[C:21]1[CH:26]=[CH:25][CH:24]=[CH:23][CH:22]=1.C(O)(=O)C.C(O[BH-](OC(=O)C)OC(=O)C)(=O)C.[Na+].C(=O)([O-])[O-].[Na+].[Na+]. The catalyst is C1C=CC=CC=1. The product is [C:21]1([C@@H:20]([NH:27][C@H:2]2[CH2:7][CH2:6][N:5]([C:8]([O:10][C:11]([CH3:14])([CH3:13])[CH3:12])=[O:9])[CH2:4][C@H:3]2[C:15]([O:17][CH3:18])=[O:16])[CH3:19])[CH:26]=[CH:25][CH:24]=[CH:23][CH:22]=1. The yield is 1.00. (4) The yield is 0.627. The catalyst is C1(C)C=CC=CC=1. The product is [CH2:17]([O:18][C:2]1[CH:7]=[CH:6][N:5]=[CH:4][C:3]=1[N+:8]([O-:10])=[O:9])[C:11]1[CH:16]=[CH:15][CH:14]=[CH:13][CH:12]=1. The reactants are Cl[C:2]1[CH:7]=[CH:6][N:5]=[CH:4][C:3]=1[N+:8]([O-:10])=[O:9].[C:11]1([CH2:17][OH:18])[CH:16]=[CH:15][CH:14]=[CH:13][CH:12]=1.C([O-])([O-])=O.[K+].[K+].[OH-].[K+].COCCOCCN(CCOCCOC)CCOCCOC.